Dataset: Full USPTO retrosynthesis dataset with 1.9M reactions from patents (1976-2016). Task: Predict the reactants needed to synthesize the given product. (1) Given the product [CH2:34]([N:41]1[C:45]([C:46]([F:47])([F:48])[F:49])=[C:44]([CH3:50])[C:43]([Br:51])=[C:42]1[C:52]([N:55]1[CH2:60][CH2:59][O:58][CH2:57][CH2:56]1)=[O:54])[C:35]1[CH:36]=[CH:37][CH:38]=[CH:39][CH:40]=1, predict the reactants needed to synthesize it. The reactants are: CN(C(ON1N=NC2C=CC=NC1=2)=[N+](C)C)C.F[P-](F)(F)(F)(F)F.CCN(C(C)C)C(C)C.[CH2:34]([N:41]1[C:45]([C:46]([F:49])([F:48])[F:47])=[C:44]([CH3:50])[C:43]([Br:51])=[C:42]1[C:52]([OH:54])=O)[C:35]1[CH:40]=[CH:39][CH:38]=[CH:37][CH:36]=1.[NH:55]1[CH2:60][CH2:59][O:58][CH2:57][CH2:56]1. (2) Given the product [OH:19][C:17]([CH3:20])([CH3:18])[CH2:16][N:4]1[C:5]2[C:14]3[N:13]=[CH:12][CH:11]=[CH:10][C:9]=3[N:8]=[CH:7][C:6]=2[N:15]=[C:3]1[CH2:2][NH:1][C:28](=[O:30])[CH3:29], predict the reactants needed to synthesize it. The reactants are: [NH2:1][CH2:2][C:3]1[N:4]([CH2:16][C:17]([CH3:20])([OH:19])[CH3:18])[C:5]2[C:14]3[N:13]=[CH:12][CH:11]=[CH:10][C:9]=3[N:8]=[CH:7][C:6]=2[N:15]=1.C(N(CC)CC)C.[C:28](Cl)(=[O:30])[CH3:29]. (3) Given the product [CH3:20][C@:17]12[C@@:16]3([CH3:21])[C@@H:7]([C@:8]4([CH3:34])[C@@H:13]([CH2:14][CH2:15]3)[C:12]([CH3:22])([CH3:23])[C:11]([C:24]3[CH:33]=[CH:32][C:27]([C:28]([OH:30])=[O:29])=[CH:26][CH:25]=3)=[CH:10][CH2:9]4)[CH2:6][CH2:5][C@@H:4]1[C@H:3]1[C@H:35]([C:38]([CH3:40])=[CH2:39])[CH2:36][CH2:37][C@:2]1([NH:1][C:97](=[O:98])[CH2:96][NH:95][S:92]([C:88]1[S:87][CH:91]=[CH:90][CH:89]=1)(=[O:93])=[O:94])[CH2:19][CH2:18]2, predict the reactants needed to synthesize it. The reactants are: [NH2:1][C@:2]12[CH2:37][CH2:36][C@@H:35]([C:38]([CH3:40])=[CH2:39])[C@@H:3]1[C@@H:4]1[C@@:17]([CH3:20])([CH2:18][CH2:19]2)[C@@:16]2([CH3:21])[C@@H:7]([C@:8]3([CH3:34])[C@@H:13]([CH2:14][CH2:15]2)[C:12]([CH3:23])([CH3:22])[C:11]([C:24]2[CH:33]=[CH:32][C:27]([C:28]([O:30]C)=[O:29])=[CH:26][CH:25]=2)=[CH:10][CH2:9]3)[CH2:6][CH2:5]1.CN(C)CCC(N[C@]12CC[C@@H](C(C)=C)[C@@H]1[C@@H]1[C@@](C)(CC2)[C@@]2(C)[C@@H]([C@]3(C)[C@@H](CC2)C(C)(C)C(C2C=CC(C(O)=O)=CC=2)=CC3)CC1)=O.[S:87]1[CH:91]=[CH:90][CH:89]=[C:88]1[S:92]([NH:95][CH2:96][C:97](O)=[O:98])(=[O:94])=[O:93]. (4) Given the product [C:1]1([C:7]2[NH:8][C:9]3[C:14]([C:15]=2[CH:20]([N:21]2[CH2:26][CH2:25][CH2:24][CH2:23][CH2:22]2)[C:19]2[CH:27]=[CH:28][CH:29]=[CH:30][C:18]=2[CH3:17])=[CH:13][CH:12]=[CH:11][CH:10]=3)[CH:6]=[CH:5][CH:4]=[CH:3][CH:2]=1, predict the reactants needed to synthesize it. The reactants are: [C:1]1([C:7]2[NH:8][C:9]3[C:14]([CH:15]=2)=[CH:13][CH:12]=[CH:11][CH:10]=3)[CH:6]=[CH:5][CH:4]=[CH:3][CH:2]=1.[Cl-].[CH3:17][C:18]1[CH:30]=[CH:29][CH:28]=[CH:27][C:19]=1[CH:20]=[N+:21]1[CH2:26][CH2:25][CH2:24][CH2:23][CH2:22]1. (5) Given the product [Cl:3][C:4]1[CH:9]=[CH:8][C:7]([O:10][C:11]2[CH:18]=[CH:17][C:16]([CH:19]=[CH2:25])=[CH:15][C:12]=2[C:13]#[N:14])=[CH:6][C:5]=1[C:21]([F:24])([F:23])[F:22], predict the reactants needed to synthesize it. The reactants are: [H-].[Na+].[Cl:3][C:4]1[CH:9]=[CH:8][C:7]([O:10][C:11]2[CH:18]=[CH:17][C:16]([CH:19]=O)=[CH:15][C:12]=2[C:13]#[N:14])=[CH:6][C:5]=1[C:21]([F:24])([F:23])[F:22].[CH2:25]1COCC1. (6) Given the product [CH:1]([O:4][C:5]1[C:10]2[O:11][C:12]3[CH:17]=[CH:16][CH:15]=[CH:14][C:13]=3[C:9]=2[C:8]([C:18]([NH2:20]=[O:29])=[O:19])=[CH:7][CH:6]=1)([CH3:3])[CH3:2], predict the reactants needed to synthesize it. The reactants are: [CH:1]([O:4][C:5]1[C:10]2[O:11][C:12]3[CH:17]=[CH:16][CH:15]=[CH:14][C:13]=3[C:9]=2[C:8]([C:18]([NH2:20])=[O:19])=[CH:7][CH:6]=1)([CH3:3])[CH3:2].ClC1C=CC=C(C(OO)=[O:29])C=1. (7) Given the product [CH3:1][O:2][C:3]([C@@H:5]1[CH2:9][C@@H:8]([S:10]([CH3:13])(=[O:12])=[O:11])[CH2:7][N:6]1[C:14]1[N:28]([CH2:27][CH2:26][C:20]2[CH:25]=[CH:24][CH:23]=[CH:22][CH:21]=2)[N:29]=[C:16]([CH3:17])[CH:15]=1)=[O:4], predict the reactants needed to synthesize it. The reactants are: [CH3:1][O:2][C:3]([C@@H:5]1[CH2:9][C@@H:8]([S:10]([CH3:13])(=[O:12])=[O:11])[CH2:7][N:6]1[C:14](=S)[CH2:15][C:16](=O)[CH3:17])=[O:4].[C:20]1([CH2:26][CH2:27][NH:28][NH2:29])[CH:25]=[CH:24][CH:23]=[CH:22][CH:21]=1. (8) Given the product [CH2:1]([NH:5][C:6]([C:8]1[CH:24]=[CH:23][C:11]2[S:12][C:13]3[CH:21]=[CH:20][C:19]([Cl:22])=[CH:18][C:14]=3[C:15]([C:30]3[CH:31]=[CH:32][C:27]([Cl:26])=[CH:28][CH:29]=3)=[N:16][C:10]=2[CH:9]=1)=[O:7])[CH2:2][CH2:3][CH3:4], predict the reactants needed to synthesize it. The reactants are: [CH2:1]([NH:5][C:6]([C:8]1[CH:24]=[CH:23][C:11]2[S:12][C:13]3[CH:21]=[CH:20][C:19]([Cl:22])=[CH:18][C:14]=3[C:15](Cl)=[N:16][C:10]=2[CH:9]=1)=[O:7])[CH2:2][CH2:3][CH3:4].[I-].[Cl:26][C:27]1[CH:32]=[CH:31][C:30]([Zn+])=[CH:29][CH:28]=1. (9) Given the product [CH3:1][CH:2]([CH3:22])[CH2:3][CH:4]([C:12]1[CH:13]=[CH:14][C:15]([C:16]([OH:18])=[O:17])=[CH:20][CH:21]=1)[O:5][C:6]1[CH:11]=[CH:10][CH:9]=[CH:8][CH:7]=1, predict the reactants needed to synthesize it. The reactants are: [CH3:1][CH:2]([CH3:22])[CH2:3][CH:4]([C:12]1[CH:21]=[CH:20][C:15]([C:16]([O:18]C)=[O:17])=[CH:14][CH:13]=1)[O:5][C:6]1[CH:11]=[CH:10][CH:9]=[CH:8][CH:7]=1.O.[OH-].[Li+].O1CCCC1.Cl. (10) Given the product [CH2:1]=[CH:2][CH2:3][CH2:4][CH2:5][CH2:6][CH2:7][CH2:8][CH:9]=[CH2:10].[C:19]1(=[O:26])[O:18][C:22](=[O:29])[CH:21]=[CH:20]1, predict the reactants needed to synthesize it. The reactants are: [CH2:1]=[CH:2][CH2:3][CH2:4][CH2:5][CH2:6][CH:7]=[CH2:8].[C:9](O[O:18][C:19](=[O:26])[C:20]1C=CC=[CH:22][CH:21]=1)(=O)[C:10]1C=CC=CC=1.CC(C)=[O:29].